From a dataset of Peptide-MHC class II binding affinity with 134,281 pairs from IEDB. Regression. Given a peptide amino acid sequence and an MHC pseudo amino acid sequence, predict their binding affinity value. This is MHC class II binding data. (1) The peptide sequence is EKKYFAATQFEPLGA. The MHC is DRB1_0101 with pseudo-sequence DRB1_0101. The binding affinity (normalized) is 0.541. (2) The peptide sequence is PGQQRSIQDNQVAYL. The MHC is DRB1_0301 with pseudo-sequence DRB1_0301. The binding affinity (normalized) is 0.626. (3) The binding affinity (normalized) is 0.756. The peptide sequence is LAECARRRLRTLVLA. The MHC is DRB1_0404 with pseudo-sequence DRB1_0404. (4) The peptide sequence is FDALSGSQEVEFIGY. The MHC is DRB1_0101 with pseudo-sequence DRB1_0101. The binding affinity (normalized) is 0.374. (5) The peptide sequence is IKDVLKYRWLNLSAN. The MHC is DRB1_1302 with pseudo-sequence DRB1_1302. The binding affinity (normalized) is 0.667. (6) The peptide sequence is YWKFLANVSTVLTGK. The MHC is DRB1_1302 with pseudo-sequence DRB1_1302. The binding affinity (normalized) is 0.968. (7) The peptide sequence is GELVIVDKIDAAFKI. The binding affinity (normalized) is 0.681. The MHC is DRB1_0701 with pseudo-sequence DRB1_0701.